This data is from Rat liver microsome stability data. The task is: Regression/Classification. Given a drug SMILES string, predict its absorption, distribution, metabolism, or excretion properties. Task type varies by dataset: regression for continuous measurements (e.g., permeability, clearance, half-life) or binary classification for categorical outcomes (e.g., BBB penetration, CYP inhibition). Dataset: rlm. (1) The molecule is N[C@H]1CCC[C@@H](c2ccncc2NC(=O)c2ccc(F)c(-c3c(F)cccc3F)n2)C1. The result is 0 (unstable in rat liver microsomes). (2) The molecule is O=S(=O)(Nc1ccc(C2CCNCC2)cc1)c1ccc(NCc2ccc(Cl)cc2O)cc1. The result is 0 (unstable in rat liver microsomes).